From a dataset of Reaction yield outcomes from USPTO patents with 853,638 reactions. Predict the reaction yield, written as a fraction of the theoretical maximum amount of product (1.0 means a 100% yield; for example, 0.34 means a 34% yield). (1) The reactants are [CH3:1][O:2][C@H:3]1[CH2:8][CH2:7][C@H:6]2[C@H:9]3[C@H:19]([CH2:20][CH2:21][C@:4]12[CH3:5])[C@:17]1([CH3:18])[CH:12]([CH2:13][C@H:14]([OH:28])[C@@H:15]([N:22]2[CH2:27][CH2:26][NH:25][CH2:24][CH2:23]2)[CH2:16]1)[CH2:11][CH2:10]3.[C:29]1([C:39]([N:41]2[CH2:48][CH2:47][CH2:46][C@H:42]2[C:43]([OH:45])=O)=[O:40])[C:38]2[C:33](=[CH:34][CH:35]=[CH:36][CH:37]=2)[CH:32]=[CH:31][CH:30]=1.C1CN([P+](ON2N=NC3C=CC=CC2=3)(N2CCCC2)N2CCCC2)CC1.F[P-](F)(F)(F)(F)F.C1C=CC2N(O)N=NC=2C=1.CCN(C(C)C)C(C)C. The catalyst is CN(C=O)C.O. The product is [OH:28][C@@H:14]1[C@@H:15]([N:22]2[CH2:23][CH2:24][N:25]([C:43]([C@@H:42]3[CH2:46][CH2:47][CH2:48][N:41]3[C:39]([C:29]3[CH:30]=[CH:31][C:32]4[C:33](=[CH:34][CH:35]=[CH:36][CH:37]=4)[CH:38]=3)=[O:40])=[O:45])[CH2:26][CH2:27]2)[CH2:16][C@@:17]2([CH3:18])[CH:12]([CH2:11][CH2:10][C@@H:9]3[C@@H:19]2[CH2:20][CH2:21][C@@:4]2([CH3:5])[C@H:6]3[CH2:7][CH2:8][C@@H:3]2[O:2][CH3:1])[CH2:13]1. The yield is 0.230. (2) The reactants are [Cl:1][C:2]1[CH:3]=[C:4]([C:29](O)=[O:30])[CH:5]=[N:6][C:7]=1[NH:8][NH:9][C:10]([NH:12][CH:13]1[C:19]2[CH:20]=[N:21][CH:22]=[CH:23][C:18]=2[CH2:17][CH2:16][C:15]2[C:24]([F:28])=[CH:25][CH:26]=[CH:27][C:14]1=2)=[S:11].CN(C(ON1N=NC2C=CC=NC1=2)=[N+](C)C)C.F[P-](F)(F)(F)(F)F.CCN(C(C)C)C(C)C.Cl.[NH2:66][C@@H:67]1[CH2:71][CH2:70][N:69]([CH3:72])[C:68]1=[O:73]. The product is [Cl:1][C:2]1[CH:3]=[C:4]([C:29]([NH:66][C@@H:67]2[CH2:71][CH2:70][N:69]([CH3:72])[C:68]2=[O:73])=[O:30])[CH:5]=[N:6][C:7]=1[NH:8][NH:9][C:10]([NH:12][CH:13]1[C:19]2[CH:20]=[N:21][CH:22]=[CH:23][C:18]=2[CH2:17][CH2:16][C:15]2[C:24]([F:28])=[CH:25][CH:26]=[CH:27][C:14]1=2)=[S:11]. The yield is 0.520. The catalyst is CC(N(C)C)=O. (3) The reactants are [C:1]([CH2:3][C:4]([O:6][CH2:7][CH3:8])=[O:5])#[N:2].Br[CH2:10][CH:11]([O:15][CH2:16][CH3:17])[O:12][CH2:13][CH3:14].C([O-])([O-])=O.[K+].[K+]. The catalyst is C(Cl)Cl. The product is [C:1]([CH:3]([CH2:10][CH:11]([O:15][CH2:16][CH3:17])[O:12][CH2:13][CH3:14])[C:4]([O:6][CH2:7][CH3:8])=[O:5])#[N:2]. The yield is 0.292. (4) The reactants are [CH2:1]([O:8][C:9]1[CH:14]=[CH:13][C:12]([CH2:15][CH2:16]O)=[CH:11][C:10]=1[F:18])[C:2]1[CH:7]=[CH:6][CH:5]=[CH:4][CH:3]=1.C(Br)(Br)(Br)[Br:20].C1C=CC(P(C2C=CC=CC=2)C2C=CC=CC=2)=CC=1.CCOCC. The catalyst is C(Cl)Cl. The product is [CH2:1]([O:8][C:9]1[CH:14]=[CH:13][C:12]([CH2:15][CH2:16][Br:20])=[CH:11][C:10]=1[F:18])[C:2]1[CH:7]=[CH:6][CH:5]=[CH:4][CH:3]=1. The yield is 0.935. (5) The reactants are C(OC(=O)[NH:7][CH2:8][C:9]([C:11]1[C:21]2=[C:22]3[C:17](=[CH:18][CH:19]=[CH:20]2)[CH2:16][CH2:15][CH2:14][N:13]3[CH:12]=1)=[O:10])(C)(C)C.[ClH:24]. The catalyst is C(Cl)Cl. The product is [ClH:24].[NH2:7][CH2:8][C:9]([C:11]1[C:21]2=[C:22]3[C:17](=[CH:18][CH:19]=[CH:20]2)[CH2:16][CH2:15][CH2:14][N:13]3[CH:12]=1)=[O:10]. The yield is 0.990. (6) The reactants are Br[CH:2]([C:6]1[CH:11]=[CH:10][CH:9]=[CH:8][CH:7]=1)[C:3]([OH:5])=[O:4].[CH3:12][O:13][C:14]1[CH:15]=[C:16]([CH:18]=[CH:19][CH:20]=1)[NH2:17]. The catalyst is C1COCC1. The product is [CH3:12][O:13][C:14]1[CH:15]=[C:16]([NH:17][CH:2]([C:6]2[CH:11]=[CH:10][CH:9]=[CH:8][CH:7]=2)[C:3]([OH:5])=[O:4])[CH:18]=[CH:19][CH:20]=1. The yield is 0.990.